Dataset: hERG potassium channel inhibition data for cardiac toxicity prediction from Karim et al.. Task: Regression/Classification. Given a drug SMILES string, predict its toxicity properties. Task type varies by dataset: regression for continuous values (e.g., LD50, hERG inhibition percentage) or binary classification for toxic/non-toxic outcomes (e.g., AMES mutagenicity, cardiotoxicity, hepatotoxicity). Dataset: herg_karim. The molecule is CC(C)N(C)[C@@H]1CC[C@H](NC(=O)CNC(=O)c2cccc(C(F)(F)F)c2)[C@H](CCc2ccccc2)C1. The result is 1 (blocker).